From a dataset of Catalyst prediction with 721,799 reactions and 888 catalyst types from USPTO. Predict which catalyst facilitates the given reaction. (1) The catalyst class is: 119. Reactant: [CH2:1]([C:3]1([O:35][C:36](=[O:45])[O:37][CH2:38][C:39]2[CH:44]=[CH:43][CH:42]=[CH:41][CH:40]=2)[C:8]2[CH:9]=[C:10]3[N:18]([C:19](=[O:20])[C:7]=2[CH2:6][O:5][C:4]1=[O:34])[CH2:17][C:16]1[C:15]([CH2:21][CH2:22][Si:23]([CH2:26][CH2:27][CH2:28][OH:29])([CH3:25])[CH3:24])=[C:14]2[CH:30]=[CH:31][CH:32]=[CH:33][C:13]2=[N:12][C:11]3=1)[CH3:2].[C:46](Cl)(=[O:53])[C:47]1[CH:52]=[CH:51][CH:50]=[CH:49][CH:48]=1. Product: [CH2:38]([O:37][C:36]([O:35][C:3]1([CH2:1][CH3:2])[C:8]2[CH:9]=[C:10]3[N:18]([C:19](=[O:20])[C:7]=2[CH2:6][O:5][C:4]1=[O:34])[CH2:17][C:16]1[C:15]([CH2:21][CH2:22][Si:23]([CH3:25])([CH3:24])[CH2:26][CH2:27][CH2:28][O:29][C:46](=[O:53])[C:47]2[CH:52]=[CH:51][CH:50]=[CH:49][CH:48]=2)=[C:14]2[CH:30]=[CH:31][CH:32]=[CH:33][C:13]2=[N:12][C:11]3=1)=[O:45])[C:39]1[CH:40]=[CH:41][CH:42]=[CH:43][CH:44]=1. (2) The catalyst class is: 6. Product: [Cl:23][C:20]1[CH:21]=[CH:22][C:17]([O:16][CH2:15][CH2:14][S:12][C:10]2[N:11]=[C:4]3[N:3]=[C:2]([CH3:1])[CH:7]=[C:6]([CH3:8])[N:5]3[N:9]=2)=[CH:18][CH:19]=1. Reactant: [CH3:1][C:2]1[CH:7]=[C:6]([CH3:8])[N:5]2[N:9]=[C:10]([SH:12])[N:11]=[C:4]2[N:3]=1.Br[CH2:14][CH2:15][O:16][C:17]1[CH:22]=[CH:21][C:20]([Cl:23])=[CH:19][CH:18]=1.C(=O)([O-])[O-].[K+].[K+].CN(C)C=O.